From a dataset of Forward reaction prediction with 1.9M reactions from USPTO patents (1976-2016). Predict the product of the given reaction. (1) Given the reactants Cl[C:2]1[CH:3]=[C:4]2[C:13](=[CH:14][N:15]=1)[C:12]1[N:8]([CH:9]=[C:10]([C:16]3[N:20]([CH:21]([CH3:23])[CH3:22])[N:19]=[CH:18][N:17]=3)[N:11]=1)[CH2:7][CH2:6][O:5]2.[CH3:24][N:25]1[CH2:30][CH2:29][CH:28]([CH:31]2[CH2:35][CH2:34][CH2:33][NH:32]2)[CH2:27][CH2:26]1, predict the reaction product. The product is: [CH:21]([N:20]1[C:16]([C:10]2[N:11]=[C:12]3[C:13]4[CH:14]=[N:15][C:2]([N:32]5[CH2:33][CH2:34][CH2:35][CH:31]5[CH:28]5[CH2:27][CH2:26][N:25]([CH3:24])[CH2:30][CH2:29]5)=[CH:3][C:4]=4[O:5][CH2:6][CH2:7][N:8]3[CH:9]=2)=[N:17][CH:18]=[N:19]1)([CH3:23])[CH3:22]. (2) Given the reactants [CH2:1]([O:3][C:4]([C:6]1[CH:7]=[C:8]2[N:13]([C:14]=1[C:15](=O)[CH3:16])[CH:12]=[CH:11][C:10]([CH2:18][O:19][C:20](=[O:22])[CH3:21])=[CH:9]2)=[O:5])[CH3:2].[CH2:23]1COCC1, predict the reaction product. The product is: [CH2:1]([O:3][C:4]([C:6]1[CH:7]=[C:8]2[N:13]([C:14]=1[C:15]([CH3:23])=[CH2:16])[CH:12]=[CH:11][C:10]([CH2:18][O:19][C:20](=[O:22])[CH3:21])=[CH:9]2)=[O:5])[CH3:2]. (3) Given the reactants [H-].[Na+].[Cl:3][C:4]1[CH:5]=[C:6]2C(=[CH:11][CH:12]=1)NC=[C:7]2[CH2:13][CH2:14][C:15]([OH:17])=[O:16].I[CH3:19].O.[CH3:21][N:22]([CH3:25])[CH:23]=O, predict the reaction product. The product is: [Cl:3][C:4]1[CH:5]=[C:6]2[C:21](=[CH:11][CH:12]=1)[N:22]([CH3:25])[CH:23]=[C:7]2[CH2:13][CH2:14][C:15]([O:17][CH3:19])=[O:16].